Dataset: Peptide-MHC class I binding affinity with 185,985 pairs from IEDB/IMGT. Task: Regression. Given a peptide amino acid sequence and an MHC pseudo amino acid sequence, predict their binding affinity value. This is MHC class I binding data. (1) The peptide sequence is WQTMYTNV. The MHC is H-2-Kb with pseudo-sequence H-2-Kb. The binding affinity (normalized) is 0.727. (2) The peptide sequence is DSVTPIDTTI. The MHC is Patr-B0101 with pseudo-sequence Patr-B0101. The binding affinity (normalized) is 0.433. (3) The peptide sequence is CIRNASKFV. The MHC is HLA-A02:02 with pseudo-sequence HLA-A02:02. The binding affinity (normalized) is 0. (4) The peptide sequence is DSKGISHFY. The MHC is HLA-A03:01 with pseudo-sequence HLA-A03:01. The binding affinity (normalized) is 0.221. (5) The peptide sequence is FIIEVSNCV. The MHC is HLA-A02:01 with pseudo-sequence HLA-A02:01. The binding affinity (normalized) is 0.764. (6) The MHC is HLA-A24:03 with pseudo-sequence HLA-A24:03. The peptide sequence is AYINWGFGI. The binding affinity (normalized) is 1.00. (7) The MHC is HLA-A01:01 with pseudo-sequence HLA-A01:01. The peptide sequence is RIKQIINMW. The binding affinity (normalized) is 0.142. (8) The peptide sequence is ITHTNITTL. The MHC is HLA-A68:02 with pseudo-sequence HLA-A68:02. The binding affinity (normalized) is 0.400. (9) The binding affinity (normalized) is 0.0847. The MHC is HLA-A25:01 with pseudo-sequence HLA-A25:01. The peptide sequence is AADSFATSY. (10) The peptide sequence is FPGEKRVSK. The MHC is HLA-B08:01 with pseudo-sequence HLA-B08:01. The binding affinity (normalized) is 0.0847.